From a dataset of NCI-60 drug combinations with 297,098 pairs across 59 cell lines. Regression. Given two drug SMILES strings and cell line genomic features, predict the synergy score measuring deviation from expected non-interaction effect. Drug 1: CCC1=CC2CC(C3=C(CN(C2)C1)C4=CC=CC=C4N3)(C5=C(C=C6C(=C5)C78CCN9C7C(C=CC9)(C(C(C8N6C)(C(=O)OC)O)OC(=O)C)CC)OC)C(=O)OC.C(C(C(=O)O)O)(C(=O)O)O. Drug 2: C(=O)(N)NO. Cell line: NCI-H226. Synergy scores: CSS=34.2, Synergy_ZIP=2.98, Synergy_Bliss=2.93, Synergy_Loewe=-23.6, Synergy_HSA=3.20.